From a dataset of Peptide-MHC class II binding affinity with 134,281 pairs from IEDB. Regression. Given a peptide amino acid sequence and an MHC pseudo amino acid sequence, predict their binding affinity value. This is MHC class II binding data. (1) The peptide sequence is QKLMEDINVGFKAAV. The MHC is DRB1_0802 with pseudo-sequence DRB1_0802. The binding affinity (normalized) is 0.468. (2) The peptide sequence is TKIQYVIRAQLHVGA. The MHC is DRB1_1501 with pseudo-sequence DRB1_1501. The binding affinity (normalized) is 0.361. (3) The MHC is HLA-DQA10601-DQB10402 with pseudo-sequence HLA-DQA10601-DQB10402. The peptide sequence is VKEEGKEELQEIPTM. The binding affinity (normalized) is 0.339. (4) The peptide sequence is EICEVVLAKSPDTTC. The MHC is DRB1_0701 with pseudo-sequence DRB1_0701. The binding affinity (normalized) is 0.364. (5) The binding affinity (normalized) is 1.00. The MHC is HLA-DQA10501-DQB10402 with pseudo-sequence HLA-DQA10501-DQB10402. The peptide sequence is LIGFGLRTLWSPRER. (6) The peptide sequence is LLVKYAAGDGNIVAV. The MHC is DRB1_0802 with pseudo-sequence DRB1_0802. The binding affinity (normalized) is 0.334.